Dataset: Peptide-MHC class II binding affinity with 134,281 pairs from IEDB. Task: Regression. Given a peptide amino acid sequence and an MHC pseudo amino acid sequence, predict their binding affinity value. This is MHC class II binding data. The peptide sequence is YDKFLANGSTVLTGK. The MHC is DRB1_1001 with pseudo-sequence DRB1_1001. The binding affinity (normalized) is 0.523.